Dataset: Reaction yield outcomes from USPTO patents with 853,638 reactions. Task: Predict the reaction yield, written as a fraction of the theoretical maximum amount of product (1.0 means a 100% yield; for example, 0.34 means a 34% yield). (1) The reactants are Cl[C:2]1[CH:7]=[C:6]([C:8]2[CH:13]=[CH:12][C:11]([O:14][C:15]3[CH:20]=[CH:19][C:18]([F:21])=[CH:17][CH:16]=3)=[CH:10][CH:9]=2)[N:5]=[C:4]([NH:22][C@@H:23]([CH3:27])[C:24]([NH2:26])=[O:25])[CH:3]=1.[CH3:28][N:29](C=O)C. The catalyst is [C-]#N.[C-]#N.[Zn+2].[Zn].C1C=CC(P(C2C=CC=CC=2)[C-]2C=CC=C2)=CC=1.C1C=CC(P(C2C=CC=CC=2)[C-]2C=CC=C2)=CC=1.Cl[Pd]Cl.[Fe+2]. The product is [C:28]([C:2]1[CH:7]=[C:6]([C:8]2[CH:13]=[CH:12][C:11]([O:14][C:15]3[CH:20]=[CH:19][C:18]([F:21])=[CH:17][CH:16]=3)=[CH:10][CH:9]=2)[N:5]=[C:4]([NH:22][C@@H:23]([CH3:27])[C:24]([NH2:26])=[O:25])[CH:3]=1)#[N:29]. The yield is 0.890. (2) The reactants are [Br:1][C:2]1[CH:3]=[C:4]2[C:9](=[CH:10][CH:11]=1)[N:8]=[CH:7][N:6]=[C:5]2Cl.[Cl:13][C:14]1[CH:15]=[C:16]([CH:18]=[CH:19][C:20]=1[O:21][CH2:22][C:23]1[CH:28]=[CH:27][CH:26]=[C:25]([F:29])[CH:24]=1)[NH2:17]. The catalyst is C(O)(C)C. The product is [Cl:13][C:14]1[CH:15]=[C:16]([NH:17][C:5]2[C:4]3[C:9](=[CH:10][CH:11]=[C:2]([Br:1])[CH:3]=3)[N:8]=[CH:7][N:6]=2)[CH:18]=[CH:19][C:20]=1[O:21][CH2:22][C:23]1[CH:28]=[CH:27][CH:26]=[C:25]([F:29])[CH:24]=1. The yield is 0.860.